This data is from Reaction yield outcomes from USPTO patents with 853,638 reactions. The task is: Predict the reaction yield, written as a fraction of the theoretical maximum amount of product (1.0 means a 100% yield; for example, 0.34 means a 34% yield). (1) The reactants are [Br:1][C:2]1[C:10]2[C:9]([Cl:11])=[N:8][CH:7]=[N:6][C:5]=2[NH:4][CH:3]=1.[H-].[Na+].[C:14]1([S:20](Cl)(=[O:22])=[O:21])[CH:19]=[CH:18][CH:17]=[CH:16][CH:15]=1.O. The catalyst is CN(C=O)C. The product is [C:14]1([S:20]([N:4]2[C:5]3[N:6]=[CH:7][N:8]=[C:9]([Cl:11])[C:10]=3[C:2]([Br:1])=[CH:3]2)(=[O:22])=[O:21])[CH:19]=[CH:18][CH:17]=[CH:16][CH:15]=1. The yield is 0.890. (2) The reactants are [CH2:1]([O:3][C:4]1[CH:9]=[C:8]([O:10][CH2:11][CH2:12][CH2:13][C:14]2[C:15]([OH:29])=[N:16][N:17]([C:19]3[CH:24]=[CH:23][C:22]([C:25]([F:28])([F:27])[F:26])=[CH:21][N:20]=3)[CH:18]=2)[CH:7]=[CH:6][C:5]=1[CH2:30][CH2:31][C:32]([O:34]C)=[O:33])[CH3:2].I[CH2:37][CH2:38][CH2:39][CH3:40].CN(C)C=O.[H-].[Na+]. The catalyst is O. The product is [CH2:37]([O:29][C:15]1[C:14]([CH2:13][CH2:12][CH2:11][O:10][C:8]2[CH:7]=[CH:6][C:5]([CH2:30][CH2:31][C:32]([OH:34])=[O:33])=[C:4]([O:3][CH2:1][CH3:2])[CH:9]=2)=[CH:18][N:17]([C:19]2[CH:24]=[CH:23][C:22]([C:25]([F:28])([F:27])[F:26])=[CH:21][N:20]=2)[N:16]=1)[CH2:38][CH2:39][CH3:40]. The yield is 0.490. (3) The reactants are [H-].[Na+].[CH3:3][O:4][C:5](=[O:11])[CH:6]([Cl:10])[C:7]([CH3:9])=[O:8].C([Li])CCC.[CH:17]1([C:22](=[O:27])[CH2:23][CH2:24][C:25]#[CH:26])[CH2:21][CH2:20][CH2:19][CH2:18]1. The catalyst is C1COCC1. The product is [CH3:3][O:4][C:5](=[O:11])[CH:6]([Cl:10])[C:7](=[O:8])[CH2:9][C:22]([CH:17]1[CH2:18][CH2:19][CH2:20][CH2:21]1)([OH:27])[CH2:23][CH2:24][C:25]#[CH:26]. The yield is 0.780. (4) The reactants are C(OC([N:8]1[CH2:13][CH2:12][N:11]2[C:14](=[O:23])[N:15]([CH2:18][C:19]([F:22])([F:21])[F:20])[C:16](=[O:17])[C:10]2([CH2:24][C:25]2[CH:30]=[CH:29][CH:28]=[CH:27][N:26]=2)[CH2:9]1)=O)(C)(C)C.CS(O)(=O)=O.C(N(CC)CC)C. The catalyst is C(Cl)Cl. The product is [N:26]1[CH:27]=[CH:28][CH:29]=[CH:30][C:25]=1[CH2:24][C:10]12[C:16](=[O:17])[N:15]([CH2:18][C:19]([F:21])([F:22])[F:20])[C:14](=[O:23])[N:11]1[CH2:12][CH2:13][NH:8][CH2:9]2. The yield is 0.970. (5) The reactants are [OH-].[OH-].[C:3]1([B+2])[CH:8]=[CH:7][CH:6]=[CH:5][CH:4]=1.P([O-])([O-])([O-])=O.[K+].[K+].[K+].Cl[C:19]1[CH:24]=[CH:23][C:22]([O:25][CH3:26])=[CH:21][CH:20]=1. The catalyst is C([O-])(=O)C.[Pd+2].C([O-])(=O)C.CC1C=CC=C(C)C=1NCCCCCC.O1CCOCC1. The product is [CH3:26][O:25][C:22]1[CH:23]=[CH:24][C:19]([C:3]2[CH:8]=[CH:7][CH:6]=[CH:5][CH:4]=2)=[CH:20][CH:21]=1. The yield is 0.940. (6) The reactants are B.C1COCC1.[Br:7][C:8]1[CH:9]=[CH:10][C:11]2[C:12]3[C:22](=O)[NH:21][CH2:20][CH2:19][CH2:18][C:13]=3[N:14]([CH3:17])[C:15]=2[CH:16]=1.Cl.[OH-].[Na+].[CH3:27][C:28]([O:31][C:32](O[C:32]([O:31][C:28]([CH3:30])([CH3:29])[CH3:27])=[O:33])=[O:33])([CH3:30])[CH3:29]. The catalyst is C1COCC1.O.CN(C1C=CN=CC=1)C.C(Cl)Cl. The product is [Br:7][C:8]1[CH:9]=[CH:10][C:11]2[C:12]3[CH2:22][N:21]([C:32]([O:31][C:28]([CH3:30])([CH3:29])[CH3:27])=[O:33])[CH2:20][CH2:19][CH2:18][C:13]=3[N:14]([CH3:17])[C:15]=2[CH:16]=1. The yield is 0.720. (7) The reactants are [C:1]([O:5][C:6]([N:8]([C:16]1[CH:21]=[C:20]([N+:22]([O-])=O)[CH:19]=[CH:18][C:17]=1[F:25])[C:9]([O:11][C:12]([CH3:15])([CH3:14])[CH3:13])=[O:10])=[O:7])([CH3:4])([CH3:3])[CH3:2]. The catalyst is CO.[C].[Pd]. The product is [C:1]([O:5][C:6]([N:8]([C:16]1[CH:21]=[C:20]([NH2:22])[CH:19]=[CH:18][C:17]=1[F:25])[C:9]([O:11][C:12]([CH3:15])([CH3:14])[CH3:13])=[O:10])=[O:7])([CH3:2])([CH3:3])[CH3:4]. The yield is 0.640. (8) The reactants are C[Si]([N-][Si](C)(C)C)(C)C.[K+].F[C:12]1[CH:17]=[C:16]([CH3:18])[CH:15]=[CH:14][N:13]=1.[CH3:19][CH:20]([CH3:23])[C:21]#[N:22]. The catalyst is C1(C)C=CC=CC=1. The product is [CH3:19][C:20]([C:12]1[CH:17]=[C:16]([CH3:18])[CH:15]=[CH:14][N:13]=1)([CH3:23])[C:21]#[N:22]. The yield is 0.600. (9) The reactants are F.F.F.C(N(CC)CC)C.C(N(CC)CC)C.[Si]([O:35][CH2:36][C@H:37]1[O:41][C@@H:40]([N:42]2[CH:49]=[C:48]([CH3:50])[C:46](=[O:47])[NH:45][C:43]2=[O:44])[C@H:39]([O:51][CH2:52][CH2:53][O:54][N:55]([CH3:57])[CH3:56])[C@@H:38]1[OH:58])(C(C)(C)C)(C1C=CC=CC=1)C1C=CC=CC=1.CO. The catalyst is C1COCC1.C(Cl)Cl. The product is [CH3:56][N:55]([CH3:57])[O:54][CH2:53][CH2:52][O:51][C@@H:39]1[C@H:38]([OH:58])[C@@H:37]([CH2:36][OH:35])[O:41][C@H:40]1[N:42]1[CH:49]=[C:48]([CH3:50])[C:46](=[O:47])[NH:45][C:43]1=[O:44]. The yield is 0.925.